From a dataset of Full USPTO retrosynthesis dataset with 1.9M reactions from patents (1976-2016). Predict the reactants needed to synthesize the given product. (1) The reactants are: [CH3:1][C:2]1[CH:23]=[C:22]([CH3:24])[CH:21]=[C:20]([CH3:25])[C:3]=1[C:4]([P:6](Cl)([C:8](=[O:18])[C:9]1[C:14]([CH3:15])=[CH:13][C:12]([CH3:16])=[CH:11][C:10]=1[CH3:17])=[O:7])=[O:5].[CH3:26][O:27][CH2:28][CH2:29][O:30][CH2:31][CH2:32][O:33][CH2:34][CH2:35][OH:36].C(N(CC)CC)C. Given the product [CH3:26][O:27][CH2:28][CH2:29][O:30][CH2:31][CH2:32][O:33][CH2:34][CH2:35][O:36][P:6]([C:4](=[O:5])[C:3]1[C:20]([CH3:25])=[CH:21][C:22]([CH3:24])=[CH:23][C:2]=1[CH3:1])([C:8](=[O:18])[C:9]1[C:14]([CH3:15])=[CH:13][C:12]([CH3:16])=[CH:11][C:10]=1[CH3:17])=[O:7], predict the reactants needed to synthesize it. (2) Given the product [CH2:44]([C@H:30]([NH:1][C:2](=[O:3])[C:4]1[CH:5]=[C:6]([C:7]#[CH:53])[CH:10]=[C:11]([C:13]([N:15]([CH2:19][CH2:20][CH3:21])[CH2:16][CH2:17][CH3:18])=[O:14])[CH:12]=1)[C@H:31]([OH:43])[CH2:32][NH:33][CH2:34][C:35]1[CH:36]=[CH:37][CH:38]=[C:24]([C:23]([F:28])([F:27])[F:22])[CH:40]=1)[C:45]1[CH:50]=[CH:49][CH:48]=[CH:47][CH:46]=1, predict the reactants needed to synthesize it. The reactants are: [NH2:1][C:2]([C:4]1[CH:5]=[C:6]([CH:10]=[C:11]([C:13]([N:15]([CH2:19][CH2:20][CH3:21])[CH2:16][CH2:17][CH3:18])=[O:14])[CH:12]=1)[C:7](O)=O)=[O:3].[F:22][C:23]([F:28])([F:27])[C:24](O)=O.N[C@@H:30]([CH2:44][C:45]1[CH:50]=[C:49](F)[CH:48]=[C:47](F)[CH:46]=1)[C@H:31]([OH:43])[CH2:32][NH:33][CH2:34][C:35]1[CH:40]=C[CH:38]=[C:37](OC)[CH:36]=1.[CH:53]1C=CC2N(O)N=NC=2C=1.C(N(C(C)C)CC)(C)C.C(Cl)CCl. (3) Given the product [Cl:1][C:2]1[CH:18]=[C:17]([Cl:19])[CH:16]=[CH:15][C:3]=1[CH2:4][NH:5][C:6]([C:7]1[CH:12]=[CH:11][N:10]([CH3:22])[C:9](=[O:13])[CH:8]=1)=[O:14], predict the reactants needed to synthesize it. The reactants are: [Cl:1][C:2]1[CH:18]=[C:17]([Cl:19])[CH:16]=[CH:15][C:3]=1[CH2:4][NH:5][C:6](=[O:14])[C:7]1[CH:12]=[CH:11][N:10]=[C:9]([OH:13])[CH:8]=1.CI.[C:22](=O)([O-])[O-].[K+].[K+]. (4) The reactants are: [NH2:1][C:2]1[N:10]=[C:9]([F:11])[CH:8]=[CH:7][C:3]=1[C:4]([OH:6])=O.[CH3:12][C:13]1[CH:14]=[C:15]([O:19][C:20]2[CH:21]=[C:22]([CH:25]=[CH:26][CH:27]=2)[CH2:23][NH2:24])[CH:16]=[CH:17][CH:18]=1.CN([P+](ON1N=NC2C=CC=CC1=2)(N(C)C)N(C)C)C.F[P-](F)(F)(F)(F)F.C(=O)(O)[O-].[Na+]. Given the product [CH3:12][C:13]1[CH:14]=[C:15]([O:19][C:20]2[CH:21]=[C:22]([CH2:23][NH:24][C:4](=[O:6])[C:3]3[CH:7]=[CH:8][C:9]([F:11])=[N:10][C:2]=3[NH2:1])[CH:25]=[CH:26][CH:27]=2)[CH:16]=[CH:17][CH:18]=1, predict the reactants needed to synthesize it. (5) The reactants are: [C:1]([O:5][C:6]([N:8]1[CH2:13][CH2:12][CH2:11][CH2:10][CH:9]1[CH2:14][C:15]([OH:17])=[O:16])=[O:7])([CH3:4])([CH3:3])[CH3:2].Br[CH2:19][C:20]([C:22]1[CH:27]=[CH:26][CH:25]=[C:24]([C:28]#[N:29])[CH:23]=1)=[O:21]. Given the product [C:1]([O:5][C:6]([N:8]1[CH2:13][CH2:12][CH2:11][CH2:10][CH:9]1[CH2:14][C:15]([O:17][CH2:19][C:20]([C:22]1[CH:27]=[CH:26][CH:25]=[C:24]([C:28]#[N:29])[CH:23]=1)=[O:21])=[O:16])=[O:7])([CH3:4])([CH3:2])[CH3:3], predict the reactants needed to synthesize it. (6) Given the product [Cl:1][C:2]1[CH:3]=[C:4]([C:8]2[O:12][N:11]=[C:10]([C@H:13]([O:15][C:20]3[N:21]([CH3:33])[C:22]([C:25]4[CH:30]=[CH:29][N:28]([CH3:31])[C:27](=[O:32])[CH:26]=4)=[N:23][N:24]=3)[CH3:14])[CH:9]=2)[CH:5]=[CH:6][CH:7]=1, predict the reactants needed to synthesize it. The reactants are: [Cl:1][C:2]1[CH:3]=[C:4]([C:8]2[O:12][N:11]=[C:10]([C@H:13]([OH:15])[CH3:14])[CH:9]=2)[CH:5]=[CH:6][CH:7]=1.CS([C:20]1[N:21]([CH3:33])[C:22]([C:25]2[CH:30]=[CH:29][N:28]([CH3:31])[C:27](=[O:32])[CH:26]=2)=[N:23][N:24]=1)(=O)=O.C(=O)([O-])[O-].[Cs+].[Cs+]. (7) Given the product [O:10]1[CH:14]=[CH:13][CH:12]=[C:11]1[C:2]1[CH:3]=[C:4]([CH2:8][OH:9])[CH:5]=[N:6][CH:7]=1, predict the reactants needed to synthesize it. The reactants are: Br[C:2]1[CH:3]=[C:4]([CH2:8][OH:9])[CH:5]=[N:6][CH:7]=1.[O:10]1[CH:14]=[CH:13][CH:12]=[C:11]1B(O)O.[Cl-].[Li+].C(=O)([O-])[O-].[Cs+].[Cs+].C1(P(C2CCCCC2)C2C=CC=CC=2C2C(OC)=CC=CC=2OC)CCCCC1. (8) Given the product [CH3:13][O:12][C:9]1[CH:10]=[C:11]2[C:6](=[CH:7][C:8]=1[O:14][CH3:15])[N:5]=[CH:4][CH:3]=[C:2]2[O:16][C:17]1[CH:30]=[C:29]([O:31][CH2:32][CH2:33][CH2:34][CH2:35][CH2:36][CH2:37][CH2:38][CH3:39])[CH:28]=[CH:27][C:18]=1[C:19]([C:21]1[CH:22]=[CH:23][CH:24]=[CH:25][CH:26]=1)=[O:20], predict the reactants needed to synthesize it. The reactants are: Cl[C:2]1[C:11]2[C:6](=[CH:7][C:8]([O:14][CH3:15])=[C:9]([O:12][CH3:13])[CH:10]=2)[N:5]=[CH:4][CH:3]=1.[OH:16][C:17]1[CH:30]=[C:29]([O:31][CH2:32][CH2:33][CH2:34][CH2:35][CH2:36][CH2:37][CH2:38][CH3:39])[CH:28]=[CH:27][C:18]=1[C:19]([C:21]1[CH:26]=[CH:25][CH:24]=[CH:23][CH:22]=1)=[O:20].